From a dataset of Experimentally validated miRNA-target interactions with 360,000+ pairs, plus equal number of negative samples. Binary Classification. Given a miRNA mature sequence and a target amino acid sequence, predict their likelihood of interaction. (1) The miRNA is hsa-miR-138-1-3p with sequence GCUACUUCACAACACCAGGGCC. The protein sequence of the target gene is MDAAGESEEPVSGEALSIAHALSHPPESYGNDPDIEMAWAIRAMQHAEVYYKLISSVDPQFLKLTKVDDQIYSEFREIFETLRVDVLDPEELKSESAKEKWRPFCLKFEGIVEDYNYGTLLRLDCSQGYTEENTIFAPRIQFFAIEIARNREGYNKAVSVSIQDKEGEEGAGNKEEAAEKGADSGGEKEEGANREGEK. Result: 0 (no interaction). (2) The miRNA is hsa-miR-548t-3p with sequence AAAAACCACAAUUACUUUUGCACCA. The protein sequence of the target gene is MALADKRLENLQIYKVLQCVRNKDKKQIEKLTKLGYPELINYTEPINGLSALHLASVSNDIDMVSFLLDLGAHPDVQDRMGCTPTMRAAELGHELSMEILAKAKADMTIVDNEGKGVLFYCILPTKRHYRCALIALEHGADVNNSTYEGKPIFLRACEDAHDVKDVCLTFLEKGANPNAINSSTGRTALMEASREGVVEIVRGILERGGEVNAFDNDRHHAAHFAAKGGFFDILKLLFAYNGDVGLISINGNTPLHYAAMGGFADCCKYIAQRGCDLKWKNLDHKTPRAVAKEGGFKAAS.... Result: 1 (interaction). (3) The miRNA is hsa-miR-652-3p with sequence AAUGGCGCCACUAGGGUUGUG. The protein sequence of the target gene is MAEVRKFTKRLSKPGTAAELRQSVSEAVRGSVVLEKAKVVEPLDYENVIAQRKTQIYSDPLRDLLMFPMEDISISVIGRQRRTVQSTVPEDAEKRAQSLFVKECIKTYSTDWHVVNYKYEDFSGDFRMLPCKSLRPEKIPNHVFEIDEDCEKDEDSSSLCSQKGGVIKQGWLHKANVNSTITVTMKVFKRRYFYLTQLPDGSYILNSYKDEKNSKESKGCIYLDACIDVVQCPKMRRHAFELKMLDKYSHYLAAETEQEMEEWLITLKKIIQINTDSLVQEKKETVETAQDDETSSQGKA.... Result: 1 (interaction).